From a dataset of Forward reaction prediction with 1.9M reactions from USPTO patents (1976-2016). Predict the product of the given reaction. Given the reactants C([O:3][C:4]([C:6]1[CH:10]=[C:9]([C:11]2[CH:16]=[CH:15][N:14]=[CH:13][CH:12]=2)[S:8][CH:7]=1)=[O:5])C, predict the reaction product. The product is: [N:14]1[CH:13]=[CH:12][C:11]([C:9]2[S:8][CH:7]=[C:6]([C:4]([OH:5])=[O:3])[CH:10]=2)=[CH:16][CH:15]=1.